Dataset: Forward reaction prediction with 1.9M reactions from USPTO patents (1976-2016). Task: Predict the product of the given reaction. (1) Given the reactants [CH2:1]([O:8][C:9]1[N:10]=[N:11][C:12]([CH2:15][CH2:16][C:17]2[CH:18]=[N:19][C:20]([CH2:23]Cl)=[CH:21][CH:22]=2)=[CH:13][CH:14]=1)[C:2]1[CH:7]=[CH:6][CH:5]=[CH:4][CH:3]=1.[NH:25]1[CH2:29][CH2:28][CH2:27][CH2:26]1, predict the reaction product. The product is: [CH2:1]([O:8][C:9]1[N:10]=[N:11][C:12]([CH2:15][CH2:16][C:17]2[CH:18]=[N:19][C:20]([CH2:23][N:25]3[CH2:29][CH2:28][CH2:27][CH2:26]3)=[CH:21][CH:22]=2)=[CH:13][CH:14]=1)[C:2]1[CH:7]=[CH:6][CH:5]=[CH:4][CH:3]=1. (2) Given the reactants [OH-].[Na+].Cl.[NH2:4][CH:5]1[CH2:10][CH2:9][CH2:8][CH2:7][CH:6]1[OH:11].[Cl:12][C:13]1[CH:18]=[CH:17][CH:16]=[CH:15][C:14]=1I.C(O)(C)C, predict the reaction product. The product is: [Cl:12][C:13]1[CH:18]=[CH:17][CH:16]=[CH:15][C:14]=1[NH:4][C@@H:5]1[CH2:10][CH2:9][CH2:8][CH2:7][C@H:6]1[OH:11].